Dataset: Full USPTO retrosynthesis dataset with 1.9M reactions from patents (1976-2016). Task: Predict the reactants needed to synthesize the given product. (1) Given the product [CH:1]([C:3]1[CH:16]=[CH:15][C:6]([O:7][C:8]2[S:12][C:11]([C:13]([NH2:14])=[O:18])=[CH:10][CH:9]=2)=[CH:5][CH:4]=1)=[O:2], predict the reactants needed to synthesize it. The reactants are: [CH:1]([C:3]1[CH:16]=[CH:15][C:6]([O:7][C:8]2[S:12][C:11]([C:13]#[N:14])=[CH:10][CH:9]=2)=[CH:5][CH:4]=1)=[O:2].C([O-])([O-])=[O:18].[K+].[K+].O. (2) The reactants are: [Br:1][C:2]1[C:9]([CH3:10])=[CH:8][C:5]([C:6]#[N:7])=[C:4]([F:11])[CH:3]=1.CC(N=NC(C#N)(C)C)([C:15]#[N:16])C.C1C(=O)N(Br)C(=O)C1.C[Si](C#N)(C)C.CCCC[N+](CCCC)(CCCC)CCCC.[F-]. Given the product [Br:1][C:2]1[C:9]([CH2:10][C:15]#[N:16])=[CH:8][C:5]([C:6]#[N:7])=[C:4]([F:11])[CH:3]=1, predict the reactants needed to synthesize it. (3) Given the product [C:48]([O:54][CH2:55][O:22][C:21](=[O:23])[CH2:20][CH2:19][C:17]1[CH:18]=[C:13]([C:11](=[O:12])[C:10]2[CH:39]=[CH:40][C:7]([O:6][CH:1]3[CH2:2][CH2:3][CH2:4][CH2:5]3)=[CH:8][C:9]=2[OH:41])[CH:14]=[CH:15][C:16]=1[O:24][CH2:25][C:26]1[CH:38]=[CH:37][C:29]2[C:30]([O:33][CH2:34][O:35][CH3:36])=[N:31][O:32][C:28]=2[CH:27]=1)(=[O:53])[C:49]([CH3:52])([CH3:51])[CH3:50], predict the reactants needed to synthesize it. The reactants are: [CH:1]1([O:6][C:7]2[CH:40]=[CH:39][C:10]([C:11]([C:13]3[CH:14]=[CH:15][C:16]([O:24][CH2:25][C:26]4[CH:38]=[CH:37][C:29]5[C:30]([O:33][CH2:34][O:35][CH3:36])=[N:31][O:32][C:28]=5[CH:27]=4)=[C:17]([CH2:19][CH2:20][C:21]([OH:23])=[O:22])[CH:18]=3)=[O:12])=[C:9]([OH:41])[CH:8]=2)[CH2:5][CH2:4][CH2:3][CH2:2]1.C(=O)([O-])[O-].[K+].[K+].[C:48]([O:54][CH2:55]Cl)(=[O:53])[C:49]([CH3:52])([CH3:51])[CH3:50].O. (4) Given the product [Cl:18][C:19]1[CH:24]=[CH:23][C:22]([CH2:25][C:26]([OH:28])=[O:27])=[CH:21][C:20]=1[O:29][C:13]1[CH:14]=[CH:15][C:10]([S:7]([C:1]2[CH:6]=[CH:5][CH:4]=[CH:3][CH:2]=2)(=[O:9])=[O:8])=[CH:11][C:12]=1[F:17], predict the reactants needed to synthesize it. The reactants are: [C:1]1([S:7]([C:10]2[CH:15]=[CH:14][C:13](F)=[C:12]([F:17])[CH:11]=2)(=[O:9])=[O:8])[CH:6]=[CH:5][CH:4]=[CH:3][CH:2]=1.[Cl:18][C:19]1[CH:24]=[CH:23][C:22]([CH2:25][C:26]([OH:28])=[O:27])=[CH:21][C:20]=1[OH:29].